From a dataset of Catalyst prediction with 721,799 reactions and 888 catalyst types from USPTO. Predict which catalyst facilitates the given reaction. (1) Reactant: N[C:2]1[CH:3]=[CH:4][C:5]2[S:9][C:8]([S:10][CH2:11][C:12]([N:14]3[C:23]4[C:18](=[CH:19][CH:20]=[CH:21][CH:22]=4)[CH2:17][CH2:16][CH2:15]3)=[O:13])=[N:7][C:6]=2[CH:24]=1.[C:25](Cl)(=[O:32])[C:26]1[CH:31]=[CH:30][CH:29]=[CH:28][CH:27]=1.CC[N:36](CC)CC. Product: [N:14]1([C:12](=[O:13])[CH2:11][S:10][C:8]2[S:9][C:5]3[CH:4]=[C:3]([NH:36][C:25](=[O:32])[C:26]4[CH:31]=[CH:30][CH:29]=[CH:28][CH:27]=4)[CH:2]=[CH:24][C:6]=3[N:7]=2)[C:23]2[C:18](=[CH:19][CH:20]=[CH:21][CH:22]=2)[CH2:17][CH2:16][CH2:15]1. The catalyst class is: 2. (2) Reactant: [C:1]([C:4]1[N:9]=[CH:8][CH:7]=[CH:6][N:5]=1)(=[O:3])[CH3:2].C(N(C(C)C)CC)(C)C.FC(F)(F)S(O[Si:25]([CH:32]([CH3:34])[CH3:33])([CH:29]([CH3:31])[CH3:30])[CH:26]([CH3:28])[CH3:27])(=O)=O. Product: [CH:26]([Si:25]([CH:32]([CH3:34])[CH3:33])([CH:29]([CH3:31])[CH3:30])[O:3][C:1]([C:4]1[N:9]=[CH:8][CH:7]=[CH:6][N:5]=1)=[CH2:2])([CH3:28])[CH3:27]. The catalyst class is: 2.